Dataset: Catalyst prediction with 721,799 reactions and 888 catalyst types from USPTO. Task: Predict which catalyst facilitates the given reaction. (1) Reactant: [C:1]1([C@H:7]([NH:9][C:10](=[O:46])[NH:11][C:12]2[N:17]=[CH:16][C:15]3[C:18]([NH:40][C:41](=[O:45])[O:42][CH2:43][CH3:44])=[N:19][N:20](C(C4C=CC=CC=4)(C4C=CC=CC=4)C4C=CC=CC=4)[C:14]=3[CH:13]=2)[CH3:8])[CH:6]=[CH:5][CH:4]=[CH:3][CH:2]=1.C([SiH](CC)CC)C. Product: [C:1]1([C@H:7]([NH:9][C:10](=[O:46])[NH:11][C:12]2[N:17]=[CH:16][C:15]3[C:18]([NH:40][C:41](=[O:45])[O:42][CH2:43][CH3:44])=[N:19][NH:20][C:14]=3[CH:13]=2)[CH3:8])[CH:6]=[CH:5][CH:4]=[CH:3][CH:2]=1. The catalyst class is: 67. (2) Reactant: [CH2:1]([O:3][C:4](=[O:22])[C:5]([CH3:21])([O:14][C:15]1[CH:20]=[CH:19][CH:18]=[CH:17][CH:16]=1)[CH2:6][C:7]1[CH:12]=[CH:11][C:10]([OH:13])=[CH:9][CH:8]=1)[CH3:2].[CH2:23]([NH:30][C:31]1[N:36]=[C:35](Cl)[CH:34]=[C:33]([Cl:38])[N:32]=1)[C:24]1[CH:29]=[CH:28][CH:27]=[CH:26][CH:25]=1.C([O-])([O-])=O.[Cs+].[Cs+]. Product: [CH2:1]([O:3][C:4](=[O:22])[C:5]([CH3:21])([O:14][C:15]1[CH:20]=[CH:19][CH:18]=[CH:17][CH:16]=1)[CH2:6][C:7]1[CH:12]=[CH:11][C:10]([O:13][C:35]2[CH:34]=[C:33]([Cl:38])[N:32]=[C:31]([NH:30][CH2:23][C:24]3[CH:25]=[CH:26][CH:27]=[CH:28][CH:29]=3)[N:36]=2)=[CH:9][CH:8]=1)[CH3:2]. The catalyst class is: 9.